The task is: Predict the reaction yield, written as a fraction of the theoretical maximum amount of product (1.0 means a 100% yield; for example, 0.34 means a 34% yield).. This data is from Reaction yield outcomes from USPTO patents with 853,638 reactions. (1) The reactants are [CH:1]([C:3]1[C:7]2[NH:8][C:9]([C:11]([O:13][CH2:14][CH3:15])=[O:12])=[CH:10][C:6]=2[O:5][CH:4]=1)=[CH2:2]. The catalyst is CCOC(C)=O.[Pd]. The product is [CH2:1]([C:3]1[C:7]2[NH:8][C:9]([C:11]([O:13][CH2:14][CH3:15])=[O:12])=[CH:10][C:6]=2[O:5][CH:4]=1)[CH3:2]. The yield is 0.910. (2) The reactants are [C:1]([O:4][C:5]1[CH:13]=[CH:12][C:11]([Br:14])=[CH:10][C:6]=1[C:7]([OH:9])=O)(=[O:3])[CH3:2].[NH2:15][C:16]1[S:17][CH:18]=[C:19]([C:21]([CH3:24])([CH3:23])[CH3:22])[N:20]=1. No catalyst specified. The product is [C:1]([O:4][C:5]1[CH:13]=[CH:12][C:11]([Br:14])=[CH:10][C:6]=1[C:7]([NH:15][C:16]1[S:17][CH:18]=[C:19]([C:21]([CH3:24])([CH3:23])[CH3:22])[N:20]=1)=[O:9])(=[O:3])[CH3:2]. The yield is 0.594. (3) The reactants are [C:1]([CH:5]1[CH2:13][C:12]2[C:7](=[CH:8][C:9]([N+:14]([O-:16])=[O:15])=[CH:10][CH:11]=2)[NH:6]1)([CH3:4])([CH3:3])[CH3:2].C(C1C(=O)C(Cl)=C(Cl)C(=O)C=1C#N)#N. The catalyst is O1CCOCC1. The product is [C:1]([C:5]1[NH:6][C:7]2[C:12]([CH:13]=1)=[CH:11][CH:10]=[C:9]([N+:14]([O-:16])=[O:15])[CH:8]=2)([CH3:4])([CH3:2])[CH3:3]. The yield is 0.800. (4) The reactants are [OH:1][C:2]1[CH:7]=[CH:6][C:5]([S:8][CH:9]2[CH2:13][CH2:12][N:11]([CH2:14][CH2:15][C:16](=[O:24])[CH2:17][C:18]3[CH:23]=[CH:22][CH:21]=[CH:20][CH:19]=3)[CH2:10]2)=[CH:4][CH:3]=1.[BH4-].[Na+].Cl.C([O-])(O)=O.[Na+]. The catalyst is CO. The product is [OH:24][CH:16]([CH2:17][C:18]1[CH:23]=[CH:22][CH:21]=[CH:20][CH:19]=1)[CH2:15][CH2:14][N:11]1[CH2:12][CH2:13][CH:9]([S:8][C:5]2[CH:6]=[CH:7][C:2]([OH:1])=[CH:3][CH:4]=2)[CH2:10]1. The yield is 0.930. (5) The reactants are [F:1][C:2]([F:23])([F:22])[C:3]1[C:4]2[N:5]([CH:19]=[CH:20][N:21]=2)[N:6]=[C:7]([C:9]2[CH:14]=[CH:13][C:12]([C:15]([F:18])([F:17])[F:16])=[CH:11][CH:10]=2)[CH:8]=1.[I:24]Cl. No catalyst specified. The product is [I:24][C:19]1[N:5]2[N:6]=[C:7]([C:9]3[CH:14]=[CH:13][C:12]([C:15]([F:16])([F:17])[F:18])=[CH:11][CH:10]=3)[CH:8]=[C:3]([C:2]([F:1])([F:22])[F:23])[C:4]2=[N:21][CH:20]=1. The yield is 0.980. (6) The yield is 0.410. The product is [C:40]([NH:39][C:37]1[S:38][C:34]2[C:33]([N+:45]([O-:47])=[O:46])=[C:32]([O:31][C:30]3[CH:29]=[C:28]([NH:27][C:4](=[O:6])[C:3]4[CH:7]=[CH:8][CH:9]=[C:10]([C:11]([C:14]#[N:15])([CH3:13])[CH3:12])[C:2]=4[Cl:1])[CH:50]=[CH:49][CH:48]=3)[CH:44]=[CH:43][C:35]=2[N:36]=1)(=[O:42])[CH3:41]. The reactants are [Cl:1][C:2]1[C:10]([C:11]([C:14]#[N:15])([CH3:13])[CH3:12])=[CH:9][CH:8]=[CH:7][C:3]=1[C:4]([OH:6])=O.C(Cl)(=O)C(Cl)=O.CN(C)C=O.[NH2:27][C:28]1[CH:29]=[C:30]([CH:48]=[CH:49][CH:50]=1)[O:31][C:32]1[CH:44]=[CH:43][C:35]2[N:36]=[C:37]([NH:39][C:40](=[O:42])[CH3:41])[S:38][C:34]=2[C:33]=1[N+:45]([O-:47])=[O:46]. The catalyst is O1CCCC1.C(OCC)(=O)C.